This data is from Reaction yield outcomes from USPTO patents with 853,638 reactions. The task is: Predict the reaction yield, written as a fraction of the theoretical maximum amount of product (1.0 means a 100% yield; for example, 0.34 means a 34% yield). (1) The reactants are Cl[CH2:2][C:3]([C:5]1[CH:6]=[C:7]([CH:11]([O:32]C2CCCCO2)[C:12]2[CH:31]=[CH:30][C:15]([CH2:16][O:17][C:18]3[CH:23]=[CH:22][C:21]([C:24](=[O:27])[CH2:25][CH3:26])=[C:20]([OH:28])[C:19]=3[CH3:29])=[CH:14][CH:13]=2)[CH:8]=[CH:9][CH:10]=1)=O.[S-:39][C:40]#[N:41].[K+].C1(C)C=CC(S(O)(=O)=[O:50])=CC=1. The catalyst is C(O)C. The product is [OH:32][CH:11]([C:12]1[CH:13]=[CH:14][C:15]([CH2:16][O:17][C:18]2[CH:23]=[CH:22][C:21]([C:24](=[O:27])[CH2:25][CH3:26])=[C:20]([OH:28])[C:19]=2[CH3:29])=[CH:30][CH:31]=1)[C:7]1[CH:6]=[C:5]([C:3]2[NH:41][C:40](=[O:50])[S:39][CH:2]=2)[CH:10]=[CH:9][CH:8]=1. The yield is 0.390. (2) The product is [CH3:11][C:9]1[N:10]=[C:5]2[CH:4]=[CH:3][C:2]([CH:34]=[CH2:35])=[CH:7][N:6]2[C:8]=1[C:12]1[S:13][C:14]([C:23]2[N:27]=[CH:26][N:25]([CH:28]3[CH2:33][CH2:32][CH2:31][CH2:30][O:29]3)[N:24]=2)=[C:15]([C:17]2[CH:22]=[CH:21][CH:20]=[CH:19][CH:18]=2)[N:16]=1. The catalyst is CCOC(C)=O.C1C=CC(P(C2C=CC=CC=2)[C-]2C=CC=C2)=CC=1.C1C=CC(P(C2C=CC=CC=2)[C-]2C=CC=C2)=CC=1.Cl[Pd]Cl.[Fe+2].CO.C(Cl)Cl. The yield is 0.797. The reactants are Br[C:2]1[CH:3]=[CH:4][C:5]2[N:6]([C:8]([C:12]3[S:13][C:14]([C:23]4[N:27]=[CH:26][N:25]([CH:28]5[CH2:33][CH2:32][CH2:31][CH2:30][O:29]5)[N:24]=4)=[C:15]([C:17]4[CH:22]=[CH:21][CH:20]=[CH:19][CH:18]=4)[N:16]=3)=[C:9]([CH3:11])[N:10]=2)[CH:7]=1.[CH:34]([B-](F)(F)F)=[CH2:35].[K+].ClCCl.C(=O)([O-])[O-].[Cs+].[Cs+].COCCOC.O. (3) The reactants are [F:1][C:2]1[C:7]([F:8])=[CH:6][CH:5]=[CH:4][C:3]=1[CH2:9][C:10]([OH:12])=[O:11].C1C(=O)N([Br:20])C(=O)C1.C(OOC(=O)C1C=CC=CC=1)(=O)C1C=CC=CC=1. The catalyst is C(Cl)(Cl)(Cl)Cl. The product is [Br:20][CH:9]([C:3]1[CH:4]=[CH:5][CH:6]=[C:7]([F:8])[C:2]=1[F:1])[C:10]([OH:12])=[O:11]. The yield is 0.420. (4) The yield is 0.670. No catalyst specified. The product is [C:29]([N:1]1[CH:2]([C:7]([OH:9])=[O:8])[CH2:3][C:4](=[O:6])[NH:5][CH:10]1[CH2:11][CH2:12][CH2:13][CH2:14][CH2:15][CH2:16][CH2:17][CH2:18][CH2:19][CH2:20][CH2:21][CH2:22][CH2:23][CH2:24][CH2:25][CH2:26][CH3:27])(=[O:41])[CH2:30][CH2:31][CH2:32][CH2:33][CH2:34][CH2:35][CH2:36][CH2:37][CH2:38][CH2:39][CH3:40]. The reactants are [NH2:1][C@H:2]([C:7]([OH:9])=[O:8])[CH2:3][C:4](=[O:6])[NH2:5].[CH:10](=O)[CH2:11][CH2:12][CH2:13][CH2:14][CH2:15][CH2:16][CH2:17][CH2:18][CH2:19][CH2:20][CH2:21][CH2:22][CH2:23][CH2:24][CH2:25][CH2:26][CH3:27].[C:29](Cl)(=[O:41])[CH2:30][CH2:31][CH2:32][CH2:33][CH2:34][CH2:35][CH2:36][CH2:37][CH2:38][CH2:39][CH3:40]. (5) The reactants are [C:1]1([C:7]2[C:11]([C:12](O)=[O:13])=[C:10]([C:15]([F:18])([F:17])[F:16])[O:9][N:8]=2)[CH:6]=[CH:5][CH:4]=[CH:3][CH:2]=1.C(N(CC)CC)C.C(OC(Cl)=O)C.[BH4-].[Na+]. The catalyst is C1COCC1.O.Cl. The product is [C:1]1([C:7]2[C:11]([CH2:12][OH:13])=[C:10]([C:15]([F:17])([F:18])[F:16])[O:9][N:8]=2)[CH:2]=[CH:3][CH:4]=[CH:5][CH:6]=1. The yield is 0.660. (6) The reactants are S(C)C.[N+:4]([C:7]1[CH:8]=[CH:9][C:10]2[O:15][CH2:14][C:13](=O)[NH:12][C:11]=2[CH:17]=1)([O-:6])=[O:5]. The catalyst is C1COCC1. The product is [N+:4]([C:7]1[CH:8]=[CH:9][C:10]2[O:15][CH2:14][CH2:13][NH:12][C:11]=2[CH:17]=1)([O-:6])=[O:5]. The yield is 0.890. (7) The reactants are [P:1]([O-:18])([O:10][CH2:11][C:12]1[CH:17]=[CH:16][CH:15]=[CH:14][CH:13]=1)[O:2][CH2:3][C:4]1[CH:9]=[CH:8][CH:7]=[CH:6][CH:5]=1.C=O.N1C=CC=CC=1.[F:27][C:28]([F:41])([F:40])[S:29]([O:32]S(C(F)(F)F)(=O)=O)(=[O:31])=[O:30]. The catalyst is C1COCC1.CCCCCC.C(OCC)(=O)C. The product is [PH:1](=[O:18])([O:10][CH2:11][C:12]1[CH:17]=[CH:16][CH:15]=[CH:14][CH:13]=1)[O:2][CH2:3][C:4]1[CH:9]=[CH:8][CH:7]=[CH:6][CH:5]=1.[OH:32][S:29]([C:28]([F:41])([F:40])[F:27])(=[O:31])=[O:30]. The yield is 0.410. (8) The reactants are [Cu]([C:4]#[N:5])C#N.[C-]#N.[Na+].Br[C:10]1[N:11]=[CH:12][C:13]([NH2:16])=[N:14][CH:15]=1. The catalyst is CN(C=O)C.CCOC(C)=O.O. The product is [NH2:16][C:13]1[N:14]=[CH:15][C:10]([C:4]#[N:5])=[N:11][CH:12]=1. The yield is 0.500. (9) The reactants are [O:1]1[CH2:6][CH2:5][CH:4]([CH:7]([OH:9])[CH3:8])[CH2:3][CH2:2]1.C(N(CC)CC)C.[CH3:17][S:18](Cl)(=[O:20])=[O:19]. The catalyst is C(Cl)Cl. The product is [O:1]1[CH2:6][CH2:5][CH:4]([CH:7]([O:9][S:18]([CH3:17])(=[O:20])=[O:19])[CH3:8])[CH2:3][CH2:2]1. The yield is 0.700. (10) The reactants are C([O:3][C:4](=[O:29])[CH:5]([C:10]1[CH:15]=[CH:14][C:13]([C:16]2[CH:21]=[CH:20][C:19]([S:22][CH3:23])=[CH:18][CH:17]=2)=[C:12]([O:24][CH2:25][CH:26]2[CH2:28][CH2:27]2)[CH:11]=1)[CH2:6][CH:7]([CH3:9])[CH3:8])C.[OH-].[K+]. The catalyst is CCO.O. The product is [CH:26]1([CH2:25][O:24][C:12]2[CH:11]=[C:10]([CH:5]([CH2:6][CH:7]([CH3:9])[CH3:8])[C:4]([OH:29])=[O:3])[CH:15]=[CH:14][C:13]=2[C:16]2[CH:21]=[CH:20][C:19]([S:22][CH3:23])=[CH:18][CH:17]=2)[CH2:27][CH2:28]1. The yield is 0.920.